Dataset: Reaction yield outcomes from USPTO patents with 853,638 reactions. Task: Predict the reaction yield, written as a fraction of the theoretical maximum amount of product (1.0 means a 100% yield; for example, 0.34 means a 34% yield). (1) The product is [N:1]1[CH:6]=[CH:5][CH:4]=[CH:3][C:2]=1[C:7]1[N:15]2[C:10]([CH:11]=[CH:12][CH:13]=[CH:14]2)=[CH:9][C:8]=1[CH:16]([NH:18][C:20]1[C:21]([C:27]#[C:28][CH2:29][O:30][Si:31]([CH:32]([CH3:34])[CH3:33])([CH:35]([CH3:37])[CH3:36])[CH:38]([CH3:40])[CH3:39])=[C:22]([NH2:26])[N:23]=[CH:24][N:25]=1)[CH3:17]. The reactants are [N:1]1[CH:6]=[CH:5][CH:4]=[CH:3][C:2]=1[C:7]1[N:15]2[C:10]([CH:11]=[CH:12][CH:13]=[CH:14]2)=[CH:9][C:8]=1[CH:16]([NH2:18])[CH3:17].Cl[C:20]1[N:25]=[CH:24][N:23]=[C:22]([NH2:26])[C:21]=1[C:27]#[C:28][CH2:29][O:30][Si:31]([CH:38]([CH3:40])[CH3:39])([CH:35]([CH3:37])[CH3:36])[CH:32]([CH3:34])[CH3:33].CCN(C(C)C)C(C)C. The catalyst is CCCCO. The yield is 0.480. (2) The product is [CH2:25]([NH:28][C@@H:2]1[C:10]2[C:5](=[CH:6][CH:7]=[C:8]([O:11][C:12](=[O:17])[N:13]([CH2:15][CH3:16])[CH3:14])[CH:9]=2)[CH2:4][CH2:3]1)[C:26]#[CH:27]. The reactants are O[C@H:2]1[C:10]2[C:5](=[CH:6][CH:7]=[C:8]([O:11][C:12](=[O:17])[N:13]([CH2:15][CH3:16])[CH3:14])[CH:9]=2)[CH2:4][CH2:3]1.C(N(CC)CC)C.[CH2:25]([NH2:28])[C:26]#[CH:27]. The yield is 0.700. The catalyst is ClCCl. (3) The reactants are [CH3:1][C:2]1([CH3:12])[NH:7][CH2:6][C:5]2C=CC=C[C:4]=2O1.[H-].[H-].[H-].[H-].[Li+].[Al+3].[CH2:19]1[CH2:23][O:22][CH2:21][CH2:20]1. No catalyst specified. The product is [CH:2]([NH:7][C:6]1[CH:5]=[CH:4][CH:21]=[CH:20][C:19]=1[CH2:23][OH:22])([CH3:12])[CH3:1]. The yield is 0.950. (4) The catalyst is C(Cl)(Cl)Cl. The product is [C:17]([O:16][C:14](=[O:15])[NH:1][CH:2]([C:6]1[CH:11]=[CH:10][C:9]([F:12])=[C:8]([F:13])[CH:7]=1)[CH:3]([OH:5])[CH3:4])([CH3:20])([CH3:19])[CH3:18]. The yield is 0.910. The reactants are [NH2:1][CH:2]([C:6]1[CH:11]=[CH:10][C:9]([F:12])=[C:8]([F:13])[CH:7]=1)[CH:3]([OH:5])[CH3:4].[C:14](O[C:14]([O:16][C:17]([CH3:20])([CH3:19])[CH3:18])=[O:15])([O:16][C:17]([CH3:20])([CH3:19])[CH3:18])=[O:15]. (5) The catalyst is CN(C=O)C. The product is [Br:1][C:2]1[CH:3]=[N:4][C:5]([O:11][CH3:12])=[C:6]([CH:10]=1)[C:7]([N:35]([O:36][CH3:37])[CH3:34])=[O:9]. The reactants are [Br:1][C:2]1[CH:3]=[N:4][C:5]([O:11][CH3:12])=[C:6]([CH:10]=1)[C:7]([OH:9])=O.C1C=CC2N(O)N=NC=2C=1.CCN=C=NCCCN(C)C.[CH3:34][NH:35][O:36][CH3:37].Cl.CCN(CC)CC. The yield is 0.920. (6) The reactants are [C:9](O[C:9]([O:11][C:12]([CH3:15])([CH3:14])[CH3:13])=[O:10])([O:11][C:12]([CH3:15])([CH3:14])[CH3:13])=[O:10].[NH2:16][CH:17]([C:21]1[CH:26]=[CH:25][C:24]([Cl:27])=[CH:23][CH:22]=1)[CH2:18][CH2:19][OH:20]. The catalyst is C(Cl)Cl. The product is [Cl:27][C:24]1[CH:23]=[CH:22][C:21]([CH:17]([NH:16][C:9](=[O:10])[O:11][C:12]([CH3:13])([CH3:14])[CH3:15])[CH2:18][CH2:19][OH:20])=[CH:26][CH:25]=1. The yield is 0.990. (7) The reactants are [CH2:1]([O:8][C:9]1[CH:10]=[C:11](O)[CH:12]=[CH:13][CH:14]=1)[C:2]1[CH:7]=[CH:6][CH:5]=[CH:4][CH:3]=1.[Br:16][CH:17]([CH:19](Br)[CH3:20])C.[C:22](=[O:25])([O-])[O-].[K+].[K+]. The catalyst is CC(C)=O. The product is [Br:16][CH2:17][CH2:19][CH2:20][CH2:22][O:25][C:12]1[CH:11]=[CH:10][C:9]([O:8][CH2:1][C:2]2[CH:7]=[CH:6][CH:5]=[CH:4][CH:3]=2)=[CH:14][CH:13]=1. The yield is 0.700.